From a dataset of Reaction yield outcomes from USPTO patents with 853,638 reactions. Predict the reaction yield, written as a fraction of the theoretical maximum amount of product (1.0 means a 100% yield; for example, 0.34 means a 34% yield). (1) The reactants are [Cl:1][C:2]1[CH:3]=[C:4]([OH:9])[CH:5]=[CH:6][C:7]=1[Cl:8].F[C:11]1[CH:16]=[CH:15][C:14]([N+:17]([O-:19])=[O:18])=[CH:13][C:12]=1[O:20][CH3:21].C(=O)([O-])[O-].[K+].[K+]. The catalyst is CN(C)C=O.O. The product is [Cl:8][C:7]1[CH:6]=[CH:5][C:4]([O:9][C:11]2[CH:16]=[CH:15][C:14]([N+:17]([O-:19])=[O:18])=[CH:13][C:12]=2[O:20][CH3:21])=[CH:3][C:2]=1[Cl:1]. The yield is 0.820. (2) The product is [CH3:1][O:2][C:3](=[O:19])[CH:4]([C:9]1[CH:14]=[CH:13][C:12]([N+:15]([O-:17])=[O:16])=[C:11]([C:20]2[CH2:25][CH2:24][CH2:23][CH2:22][CH:21]=2)[CH:10]=1)[C:5]([O:7][CH3:8])=[O:6]. The catalyst is CN(C=O)C.C1C=CC(P(C2C=CC=CC=2)[C-]2C=CC=C2)=CC=1.C1C=CC(P(C2C=CC=CC=2)[C-]2C=CC=C2)=CC=1.Cl[Pd]Cl.[Fe+2]. The reactants are [CH3:1][O:2][C:3](=[O:19])[CH:4]([C:9]1[CH:14]=[CH:13][C:12]([N+:15]([O-:17])=[O:16])=[C:11](Br)[CH:10]=1)[C:5]([O:7][CH3:8])=[O:6].[C:20]1(B(O)O)[CH2:25][CH2:24][CH2:23][CH2:22][CH:21]=1.[O-]P([O-])([O-])=O.[K+].[K+].[K+].CCOC(C)=O. The yield is 0.700.